From a dataset of Full USPTO retrosynthesis dataset with 1.9M reactions from patents (1976-2016). Predict the reactants needed to synthesize the given product. (1) Given the product [CH2:1]([O:8][C@@H:9]1[C@@H:14]([O:15][CH2:16][C:17]2[CH:18]=[CH:19][CH:20]=[CH:21][CH:22]=2)[C@H:13]([O:23][CH2:24][C:25]2[CH:30]=[CH:29][CH:28]=[CH:27][CH:26]=2)[C@@H:12]([CH2:31][O:32][CH2:33][C:34]2[CH:35]=[CH:36][CH:37]=[CH:38][CH:39]=2)[O:11][C@H:10]1[C:40]1[C:48]2[C:43](=[CH:44][CH:45]=[CH:46][C:47]=2[CH3:49])[N:42]([CH2:58][C:57]2[CH:60]=[CH:61][C:54]([CH2:52][CH3:53])=[CH:55][CH:56]=2)[CH:41]=1)[C:2]1[CH:3]=[CH:4][CH:5]=[CH:6][CH:7]=1, predict the reactants needed to synthesize it. The reactants are: [CH2:1]([O:8][C@@H:9]1[C@@H:14]([O:15][CH2:16][C:17]2[CH:22]=[CH:21][CH:20]=[CH:19][CH:18]=2)[C@H:13]([O:23][CH2:24][C:25]2[CH:30]=[CH:29][CH:28]=[CH:27][CH:26]=2)[C@@H:12]([CH2:31][O:32][CH2:33][C:34]2[CH:39]=[CH:38][CH:37]=[CH:36][CH:35]=2)[O:11][C@H:10]1[C:40]1[C:48]2[C:43](=[CH:44][CH:45]=[CH:46][C:47]=2[CH3:49])[NH:42][CH:41]=1)[C:2]1[CH:7]=[CH:6][CH:5]=[CH:4][CH:3]=1.[H-].[Na+].[CH2:52]([C:54]1[CH:61]=[CH:60][C:57]([CH2:58]Br)=[CH:56][CH:55]=1)[CH3:53].Cl. (2) Given the product [NH2:11][CH2:10][C:7]1[CH:8]=[CH:9][C:4]2[CH:3]=[CH:2][O:1][C:5]=2[CH:6]=1, predict the reactants needed to synthesize it. The reactants are: [O:1]1[C:5]2[CH:6]=[C:7]([C:10]#[N:11])[CH:8]=[CH:9][C:4]=2[CH:3]=[CH:2]1.[H-].[Al+3].[Li+].[H-].[H-].[H-].